The task is: Predict which catalyst facilitates the given reaction.. This data is from Catalyst prediction with 721,799 reactions and 888 catalyst types from USPTO. (1) Reactant: [Cl:1][C:2]1[N:7]=[CH:6][C:5]([CH2:8][C:9]2[CH:10]=[C:11]3[C:16](=[C:17]4[CH:22]=[CH:21][CH:20]=[CH:19][C:18]=24)[N:15]=[CH:14][N:13]([C@@H:23]2[CH2:28][CH2:27][CH2:26][CH2:25][C@H:24]2[OH:29])[C:12]3=[O:30])=[CH:4][CH:3]=1.[C:31](OC(=O)C)(=[O:33])[CH3:32].C(N(CC)CC)C. Product: [C:31]([O:29][C@@H:24]1[CH2:25][CH2:26][CH2:27][CH2:28][C@H:23]1[N:13]1[C:12](=[O:30])[C:11]2[C:16](=[C:17]3[CH:22]=[CH:21][CH:20]=[CH:19][C:18]3=[C:9]([CH2:8][C:5]3[CH:6]=[N:7][C:2]([Cl:1])=[CH:3][CH:4]=3)[CH:10]=2)[N:15]=[CH:14]1)(=[O:33])[CH3:32]. The catalyst class is: 2. (2) Reactant: [Br:1][C:2]1[CH:3]=[C:4]([CH:9]=[CH:10][C:11]=1I)[C:5]([O:7][CH3:8])=[O:6].[CH3:13][O:14][C:15]1[CH:20]=[CH:19][CH:18]=[C:17]([O:21][CH3:22])[C:16]=1B(O)O.C(=O)([O-])[O-].[Cs+].[Cs+]. Product: [Br:1][C:2]1[CH:3]=[C:4]([C:5]([O:7][CH3:8])=[O:6])[CH:9]=[CH:10][C:11]=1[C:16]1[C:15]([O:14][CH3:13])=[CH:20][CH:19]=[CH:18][C:17]=1[O:21][CH3:22]. The catalyst class is: 128. (3) Reactant: [NH2:1][C:2]1[C:7]([C:8]([NH:10][C:11]2[CH:16]=[CH:15][C:14]([C:17]3[O:21][CH:20]=[N:19][CH:18]=3)=[C:13]([O:22]C)[CH:12]=2)=[O:9])=[C:6](Cl)[N:5]=[CH:4][N:3]=1.B(Br)(Br)[Br:26].BrBr. Product: [NH2:1][C:2]1[C:7]([C:8]([NH:10][C:11]2[CH:16]=[CH:15][C:14]([C:17]3[O:21][CH:20]=[N:19][CH:18]=3)=[C:13]([OH:22])[CH:12]=2)=[O:9])=[C:6]([Br:26])[N:5]=[CH:4][N:3]=1. The catalyst class is: 4. (4) Reactant: C(=O)([O-])[O-].[K+].[K+].Br[CH2:8][C:9]([O:11][C:12]([CH3:15])([CH3:14])[CH3:13])=[O:10].[C:16]([C:18]1[C@@H:23]([C:24]2[CH:29]=[CH:28][C:27]([C:30]#[N:31])=[CH:26][CH:25]=2)[N:22]2[N:32]=[C:33]([NH:35][C:36](=[O:45])[O:37][CH2:38][C:39]3[CH:44]=[CH:43][CH:42]=[CH:41][CH:40]=3)[N:34]=[C:21]2[N:20]([C:46]2[CH:51]=[CH:50][CH:49]=[C:48]([C:52]([F:55])([F:54])[F:53])[CH:47]=2)[C:19]=1[CH3:56])#[N:17]. Product: [CH2:38]([O:37][C:36]([N:35]([C:33]1[N:34]=[C:21]2[N:20]([C:46]3[CH:51]=[CH:50][CH:49]=[C:48]([C:52]([F:55])([F:53])[F:54])[CH:47]=3)[C:19]([CH3:56])=[C:18]([C:16]#[N:17])[C@@H:23]([C:24]3[CH:25]=[CH:26][C:27]([C:30]#[N:31])=[CH:28][CH:29]=3)[N:22]2[N:32]=1)[CH2:8][C:9]([O:11][C:12]([CH3:15])([CH3:14])[CH3:13])=[O:10])=[O:45])[C:39]1[CH:44]=[CH:43][CH:42]=[CH:41][CH:40]=1. The catalyst class is: 3. (5) Reactant: [CH:1]1([CH:6]=[O:7])[CH2:5][CH2:4][CH2:3][CH2:2]1.[C:8]([Mg]Br)#[CH:9]. Product: [CH:1]1([CH:6]([OH:7])[C:8]#[CH:9])[CH2:5][CH2:4][CH2:3][CH2:2]1. The catalyst class is: 7. (6) Reactant: Br[C:2]1[C:7]([F:8])=[CH:6][C:5]([NH:9][C:10](=[O:12])[CH3:11])=[C:4]([CH2:13][CH3:14])[CH:3]=1.[C:15]([Cu])#[N:16]. Product: [C:15]([C:2]1[C:7]([F:8])=[CH:6][C:5]([NH:9][C:10](=[O:12])[CH3:11])=[C:4]([CH2:13][CH3:14])[CH:3]=1)#[N:16]. The catalyst class is: 3. (7) Reactant: [F:1][C:2]1[CH:9]=[CH:8][C:5]([CH2:6][NH2:7])=[CH:4][C:3]=1[CH3:10].C1(C)C=CC=CC=1.[CH2:18]1[CH2:24][S:21](=[O:23])(=[O:22])[O:20][CH2:19]1. Product: [F:1][C:2]1[CH:9]=[CH:8][C:5]([CH2:6][NH:7][CH2:19][CH2:18][CH2:24][S:21]([OH:23])(=[O:22])=[O:20])=[CH:4][C:3]=1[CH3:10]. The catalyst class is: 10. (8) Reactant: [OH:1][CH2:2][CH2:3][C:4]1[C:5]([C:24]([O:26][CH2:27][CH3:28])=[O:25])=[N:6][N:7]([C:18]2[CH:23]=[CH:22][CH:21]=[CH:20][CH:19]=2)[C:8]=1[C:9](=[O:17])[NH:10][C:11]1[CH:16]=[CH:15][CH:14]=[CH:13][CH:12]=1.[CH3:29][S:30](Cl)(=[O:32])=[O:31].C(N(C(C)C)CC)(C)C. Product: [CH3:29][S:30]([O:1][CH2:2][CH2:3][C:4]1[C:5]([C:24]([O:26][CH2:27][CH3:28])=[O:25])=[N:6][N:7]([C:18]2[CH:19]=[CH:20][CH:21]=[CH:22][CH:23]=2)[C:8]=1[C:9](=[O:17])[NH:10][C:11]1[CH:16]=[CH:15][CH:14]=[CH:13][CH:12]=1)(=[O:32])=[O:31]. The catalyst class is: 4. (9) Reactant: [N+:1]([C:4]1[CH:13]=[CH:12][C:7]([C:8]([O:10][CH3:11])=[O:9])=[CH:6][C:5]=1[CH2:14][CH2:15][CH:16]=O)([O-])=O. The catalyst class is: 349. Product: [CH3:11][O:10][C:8]([C:7]1[CH:6]=[C:5]2[C:4](=[CH:13][CH:12]=1)[NH:1][C:15]([CH3:16])=[CH:14]2)=[O:9]. (10) Reactant: [C:1]([CH2:3][C:4]1([CH2:10][N:11]([C@@H:18]2[CH2:20][C@H:19]2[C:21]2[CH:26]=[CH:25][CH:24]=[CH:23][CH:22]=2)[C:12](=[O:17])[C:13]([F:16])([F:15])[F:14])[CH2:9][CH2:8][NH:7][CH2:6][CH2:5]1)#[N:2].[N:27]1[CH:32]=[CH:31][CH:30]=[C:29]([CH:33]=[O:34])[CH:28]=1.C(O[BH-](OC(=O)C)OC(=O)C)(=O)C.[Na+]. Product: [C:21]1([C@@H:19]2[CH2:20][C@H:18]2[NH:11][CH2:10][C:4]2([CH2:3][C:1]#[N:2])[CH2:9][CH2:8][N:7]([CH2:33][C:29]3[CH:28]=[N:27][CH:32]=[CH:31][CH:30]=3)[CH2:6][CH2:5]2)[CH:22]=[CH:23][CH:24]=[CH:25][CH:26]=1.[C:12]([OH:17])([C:13]([F:16])([F:15])[F:14])=[O:34]. The catalyst class is: 2.